The task is: Predict the reaction yield, written as a fraction of the theoretical maximum amount of product (1.0 means a 100% yield; for example, 0.34 means a 34% yield).. This data is from Reaction yield outcomes from USPTO patents with 853,638 reactions. The reactants are [F:1][C:2]1[CH:7]=[CH:6][C:5]([CH:8]2[C:13]3=[N:14][NH:15][C:16](=[O:21])[C:17]4[CH:18]=[CH:19][CH:20]=[C:11]([C:12]=43)[NH:10][CH:9]2[C:22]2[CH:29]=[CH:28][C:25]([CH:26]=O)=[CH:24][CH:23]=2)=[CH:4][CH:3]=1.[CH3:30][CH:31]1[CH2:36][NH:35][CH2:34][CH:33]([CH3:37])[N:32]1[C:38]([O:40][C:41]([CH3:44])([CH3:43])[CH3:42])=[O:39]. The catalyst is C(Cl)Cl. The product is [F:1][C:2]1[CH:3]=[CH:4][C:5]([CH:8]2[C:13]3=[N:14][NH:15][C:16](=[O:21])[C:17]4[CH:18]=[CH:19][CH:20]=[C:11]([C:12]=43)[NH:10][CH:9]2[C:22]2[CH:29]=[CH:28][C:25]([CH2:26][N:35]3[CH2:36][C@@H:31]([CH3:30])[N:32]([C:38]([O:40][C:41]([CH3:42])([CH3:44])[CH3:43])=[O:39])[C@H:33]([CH3:37])[CH2:34]3)=[CH:24][CH:23]=2)=[CH:6][CH:7]=1. The yield is 0.240.